Task: Predict the product of the given reaction.. Dataset: Forward reaction prediction with 1.9M reactions from USPTO patents (1976-2016) Given the reactants C[Si](C)(C)CC[O:5]C[N:7]1[C:11]2[N:12]=[CH:13][N:14]=[C:15]([C:16]3[CH:17]=[N:18][N:19]([CH:21]([CH2:25][CH2:26][CH2:27][CH3:28])[CH2:22][C:23]#[N:24])[CH:20]=3)[C:10]=2[CH:9]=[CH:8]1.F[B-](F)(F)F.[Li+].[OH-].[NH4+], predict the reaction product. The product is: [NH4+:7].[OH-:5].[N:12]1[C:11]2[NH:7][CH:8]=[CH:9][C:10]=2[C:15]([C:16]2[CH:17]=[N:18][N:19]([CH:21]([CH2:25][CH2:26][CH2:27][CH3:28])[CH2:22][C:23]#[N:24])[CH:20]=2)=[N:14][CH:13]=1.